This data is from Catalyst prediction with 721,799 reactions and 888 catalyst types from USPTO. The task is: Predict which catalyst facilitates the given reaction. Reactant: [F:1][C:2]([F:15])([F:14])[C:3]1[CH:12]=[CH:11][C:10]([NH2:13])=[C:9]2[C:4]=1[CH:5]=[CH:6][CH:7]=[N:8]2.[N:16]1[CH:21]=[CH:20][CH:19]=[CH:18][C:17]=1[S:22](Cl)(=[O:24])=[O:23].N1C=CC=CC=1. Product: [F:15][C:2]([F:1])([F:14])[C:3]1[CH:12]=[CH:11][C:10]([NH:13][S:22]([C:17]2[CH:18]=[CH:19][CH:20]=[CH:21][N:16]=2)(=[O:24])=[O:23])=[C:9]2[C:4]=1[CH:5]=[CH:6][CH:7]=[N:8]2. The catalyst class is: 79.